Dataset: Forward reaction prediction with 1.9M reactions from USPTO patents (1976-2016). Task: Predict the product of the given reaction. (1) Given the reactants Cl[C:2]1[CH:11]=[C:10]([CH3:12])[C:9]2[C:4](=[CH:5][CH:6]=[C:7]([O:13][CH3:14])[CH:8]=2)[N:3]=1.[CH:15]1([NH2:22])[CH2:20][CH2:19][CH2:18][CH:17]([NH2:21])[CH2:16]1.CC([O-])(C)C.[Na+], predict the reaction product. The product is: [CH3:14][O:13][C:7]1[CH:8]=[C:9]2[C:4](=[CH:5][CH:6]=1)[N:3]=[C:2]([NH:21][CH:17]1[CH2:18][CH2:19][CH2:20][CH:15]([NH2:22])[CH2:16]1)[CH:11]=[C:10]2[CH3:12]. (2) Given the reactants [CH2:1]1[CH2:6][C@@H:5]([C:7]([OH:9])=[O:8])[NH:4][CH2:3][CH2:2]1.[C:10](N)(=O)[CH2:11][CH2:12][C:13](N)=O.[OH2:18].O1[CH2:24][CH2:23][O:22][CH2:21]C1, predict the reaction product. The product is: [CH:10]1[C:10]2[CH:24]([CH2:23][O:22][C:21]([N:4]3[CH2:3][CH2:2][CH2:1][CH2:6][C@H:5]3[C:7]([OH:9])=[O:8])=[O:18])[C:3]3[C:12](=[CH:13][CH:6]=[CH:1][CH:2]=3)[C:11]=2[CH:13]=[CH:12][CH:11]=1. (3) Given the reactants [Cl:1][C:2]1[CH:3]=[C:4]([C:8]2[C:17]3[C:12](=[CH:13][CH:14]=[C:15]([C:18]([C:28]4[CH:33]=[CH:32][C:31]([Cl:34])=[CH:30][CH:29]=4)([C:20]4[N:24]([CH3:25])[C:23]([S:26][CH3:27])=[N:22][N:21]=4)O)[CH:16]=3)[N:11]=[C:10]([CH3:35])[CH:9]=2)[CH:5]=[CH:6][CH:7]=1.S(Cl)([Cl:38])=O, predict the reaction product. The product is: [Cl:38][C:18]([C:28]1[CH:33]=[CH:32][C:31]([Cl:34])=[CH:30][CH:29]=1)([C:20]1[N:24]([CH3:25])[C:23]([S:26][CH3:27])=[N:22][N:21]=1)[C:15]1[CH:16]=[C:17]2[C:12](=[CH:13][CH:14]=1)[N:11]=[C:10]([CH3:35])[CH:9]=[C:8]2[C:4]1[CH:5]=[CH:6][CH:7]=[C:2]([Cl:1])[CH:3]=1.